From a dataset of Reaction yield outcomes from USPTO patents with 853,638 reactions. Predict the reaction yield, written as a fraction of the theoretical maximum amount of product (1.0 means a 100% yield; for example, 0.34 means a 34% yield). (1) The reactants are [CH3:1][N:2]1[CH:6]2[CH2:7][CH:8]([OH:10])[CH2:9][CH:3]1[CH2:4][CH2:5]2.[Li]CCCC.[Cl:16][C:17]1[N:22]=[C:21](Cl)[N:20]=[C:19]([N:24]2[CH2:29][CH2:28][O:27][CH2:26][CH2:25]2)[N:18]=1.CCOCC. The catalyst is C1COCC1. The product is [Cl:16][C:17]1[N:18]=[C:19]([N:24]2[CH2:25][CH2:26][O:27][CH2:28][CH2:29]2)[N:20]=[C:21]([O:10][CH:8]2[CH2:9][CH:3]3[N:2]([CH3:1])[CH:6]([CH2:5][CH2:4]3)[CH2:7]2)[N:22]=1. The yield is 0.420. (2) The reactants are [OH:1][C:2]1[CH:11]=[C:10]([CH3:12])[C:9]2[C:4](=[CH:5][CH:6]=[CH:7][CH:8]=2)[C:3]=1[CH2:13][N:14]1[CH2:19][CH2:18][CH:17]([C:20]([O:22][CH2:23][CH3:24])=[O:21])[CH2:16][CH2:15]1.[CH:25]1(O)[CH2:30][CH2:29][CH2:28][CH2:27][CH2:26]1.C1C=CC(P(C2C=CC=CC=2)C2C=CC=CC=2)=CC=1.CC(OC(/N=N/C(OC(C)C)=O)=O)C. The catalyst is C1COCC1. The product is [CH:25]1([O:1][C:2]2[CH:11]=[C:10]([CH3:12])[C:9]3[C:4](=[CH:5][CH:6]=[CH:7][CH:8]=3)[C:3]=2[CH2:13][N:14]2[CH2:19][CH2:18][CH:17]([C:20]([O:22][CH2:23][CH3:24])=[O:21])[CH2:16][CH2:15]2)[CH2:30][CH2:29][CH2:28][CH2:27][CH2:26]1. The yield is 0.350.